Dataset: Peptide-MHC class I binding affinity with 185,985 pairs from IEDB/IMGT. Task: Regression. Given a peptide amino acid sequence and an MHC pseudo amino acid sequence, predict their binding affinity value. This is MHC class I binding data. (1) The peptide sequence is LVMAFIAFLR. The MHC is HLA-A11:01 with pseudo-sequence HLA-A11:01. The binding affinity (normalized) is 0.331. (2) The peptide sequence is ATLNTLITL. The MHC is HLA-A02:02 with pseudo-sequence HLA-A02:02. The binding affinity (normalized) is 0.453. (3) The peptide sequence is HRCQAIRK. The MHC is HLA-B58:01 with pseudo-sequence HLA-B58:01. The binding affinity (normalized) is 0.218. (4) The peptide sequence is IFFASFYYI. The MHC is Patr-A0701 with pseudo-sequence Patr-A0701. The binding affinity (normalized) is 0.271. (5) The peptide sequence is KQINPPTVY. The MHC is HLA-B08:01 with pseudo-sequence HLA-B08:01. The binding affinity (normalized) is 0.0847. (6) The peptide sequence is QSYEFLGLK. The MHC is HLA-A31:01 with pseudo-sequence HLA-A31:01. The binding affinity (normalized) is 0.428. (7) The peptide sequence is HQAAMQIIRDI. The MHC is Mamu-B17 with pseudo-sequence Mamu-B17. The binding affinity (normalized) is 0.